Dataset: Catalyst prediction with 721,799 reactions and 888 catalyst types from USPTO. Task: Predict which catalyst facilitates the given reaction. (1) The catalyst class is: 10. Reactant: [S:1]1[C:5]([C:6]2[CH:10]=[C:9]([CH:11](OCC)[O:12]CC)[N:8]([CH3:18])[N:7]=2)=[CH:4][C:3]2[CH2:19][CH2:20][CH2:21][C:2]1=2.[Br:22]N1C(=O)CCC1=O. Product: [Br:22][C:10]1[C:6]([C:5]2[S:1][C:2]3[CH2:21][CH2:20][CH2:19][C:3]=3[CH:4]=2)=[N:7][N:8]([CH3:18])[C:9]=1[CH:11]=[O:12]. (2) Reactant: [F:1][C:2]1[CH:32]=[CH:31][C:5]([CH2:6][N:7]2[C@@H:12]([CH3:13])[CH2:11][N:10]([C:14](=[O:29])[CH2:15][CH2:16][C:17]3[CH:27]=[CH:26][C:25]([CH3:28])=[CH:24][C:18]=3[O:19][CH2:20][C:21](O)=[O:22])[C@H:9]([CH3:30])[CH2:8]2)=[CH:4][CH:3]=1.Cl.CN(C)CCCN=C=NCC.[CH3:45][S:46]([NH2:49])(=[O:48])=[O:47].C(N(CC)CC)C. Product: [F:1][C:2]1[CH:32]=[CH:31][C:5]([CH2:6][N:7]2[C@@H:12]([CH3:13])[CH2:11][N:10]([C:14](=[O:29])[CH2:15][CH2:16][C:17]3[CH:27]=[CH:26][C:25]([CH3:28])=[CH:24][C:18]=3[O:19][CH2:20][C:21]([NH:49][S:46]([CH3:45])(=[O:48])=[O:47])=[O:22])[C@H:9]([CH3:30])[CH2:8]2)=[CH:4][CH:3]=1. The catalyst class is: 172. (3) Reactant: C([O:3][C:4]([C:6]1[NH:23][C:9]2[C:10]3[CH2:11][CH2:12][N:13]([C:18]([O:20][CH2:21][CH3:22])=[O:19])[CH2:14][CH2:15][C:16]=3[S:17][C:8]=2[CH:7]=1)=[O:5])C.[OH-].[K+]. Product: [CH2:21]([O:20][C:18]([N:13]1[CH2:12][CH2:11][C:10]2[C:9]3[NH:23][C:6]([C:4]([OH:5])=[O:3])=[CH:7][C:8]=3[S:17][C:16]=2[CH2:15][CH2:14]1)=[O:19])[CH3:22]. The catalyst class is: 14.